From a dataset of Full USPTO retrosynthesis dataset with 1.9M reactions from patents (1976-2016). Predict the reactants needed to synthesize the given product. (1) Given the product [Cl:1][C:2]1[C:3]([NH:16][CH:17]2[CH2:22][CH2:21][NH:20][CH2:19][CH:18]2[CH2:30][CH3:31])=[N:4][C:5]([NH:8][C:9]2[C:10]([CH3:15])=[N:11][N:12]([CH3:14])[CH:13]=2)=[N:6][CH:7]=1, predict the reactants needed to synthesize it. The reactants are: [Cl:1][C:2]1[C:3]([NH:16][CH:17]2[CH2:22][CH2:21][N:20](C(OC(C)(C)C)=O)[CH2:19][CH:18]2[CH2:30][CH3:31])=[N:4][C:5]([NH:8][C:9]2[C:10]([CH3:15])=[N:11][N:12]([CH3:14])[CH:13]=2)=[N:6][CH:7]=1.Cl.C(OCC)(=O)C. (2) Given the product [Cl:1][C:2]1[CH:7]=[C:6]([N+:8]([O-:10])=[O:9])[CH:5]=[CH:4][C:3]=1[O:11][CH2:22][C:21]1[CH:24]=[CH:25][CH:26]=[C:19]([F:18])[CH:20]=1, predict the reactants needed to synthesize it. The reactants are: [Cl:1][C:2]1[CH:7]=[C:6]([N+:8]([O-:10])=[O:9])[CH:5]=[CH:4][C:3]=1[OH:11].C(=O)([O-])[O-].[K+].[K+].[F:18][C:19]1[CH:20]=[C:21]([CH:24]=[CH:25][CH:26]=1)[CH2:22]Br. (3) Given the product [OH:1][C:2]1[CH:3]=[C:4]([C:8]2[CH:9]=[CH:10][C:11]([CH:14]=[C:20]3[S:16][C:17](=[O:22])[NH:18][C:19]3=[O:21])=[CH:12][CH:13]=2)[CH:5]=[CH:6][CH:7]=1, predict the reactants needed to synthesize it. The reactants are: [OH:1][C:2]1[CH:3]=[C:4]([C:8]2[CH:13]=[CH:12][C:11]([CH:14]=O)=[CH:10][CH:9]=2)[CH:5]=[CH:6][CH:7]=1.[S:16]1[CH2:20][C:19](=[O:21])[NH:18][C:17]1=[O:22]. (4) Given the product [CH2:1]([N:8]1[CH2:9][CH2:10][N:11]([CH:14]2[CH2:19][CH2:18][CH:17]([O:20][C:21]3[N:22]=[CH:23][N:24]=[C:25]4[C:32]=3[C:31]3[C@@H:30]([CH2:33][C:34]([NH2:35])=[O:36])[CH2:29][CH2:28][C:27]=3[S:26]4)[CH2:16][CH2:15]2)[CH2:12][CH2:13]1)[C:2]1[CH:3]=[CH:4][CH:5]=[CH:6][CH:7]=1, predict the reactants needed to synthesize it. The reactants are: [CH2:1]([N:8]1[CH2:13][CH2:12][N:11]([CH:14]2[CH2:19][CH2:18][CH:17]([O:20][C:21]3[N:22]=[CH:23][N:24]=[C:25]4[C:32]=3[C:31]3[C@@H:30]([CH2:33][C:34]#[N:35])[CH2:29][CH2:28][C:27]=3[S:26]4)[CH2:16][CH2:15]2)[CH2:10][CH2:9]1)[C:2]1[CH:7]=[CH:6][CH:5]=[CH:4][CH:3]=1.[OH:36][Li].O.OO. (5) Given the product [Br:1][CH2:21][C:22]1[N:23]=[N:24][C:25]([C:28]([F:29])([F:31])[F:30])=[CH:26][CH:27]=1, predict the reactants needed to synthesize it. The reactants are: [Br:1]N1C(=O)CCC1=O.N(C(C)(C)C#N)=NC(C)(C)C#N.[CH3:21][C:22]1[N:23]=[N:24][C:25]([C:28]([F:31])([F:30])[F:29])=[CH:26][CH:27]=1. (6) Given the product [CH:7]1([CH2:13][C@@H:14]([NH:30][C:38]([C:32]2([CH3:31])[CH2:37][CH2:36][CH2:35][CH2:34][CH2:33]2)=[O:39])[CH2:15][N:16]2[CH2:17][CH2:18][CH:19]([C:22]3[CH:27]=[CH:26][CH:25]=[CH:24][C:23]=3[O:28][CH3:29])[CH2:20][CH2:21]2)[CH2:12][CH2:11][CH2:10][CH2:9][CH2:8]1.[ClH:40], predict the reactants needed to synthesize it. The reactants are: C(=O)([O-])[O-].[K+].[K+].[CH:7]1([CH2:13][C@@H:14]([NH2:30])[CH2:15][N:16]2[CH2:21][CH2:20][CH:19]([C:22]3[CH:27]=[CH:26][CH:25]=[CH:24][C:23]=3[O:28][CH3:29])[CH2:18][CH2:17]2)[CH2:12][CH2:11][CH2:10][CH2:9][CH2:8]1.[CH3:31][C:32]1([C:38]([Cl:40])=[O:39])[CH2:37][CH2:36][CH2:35][CH2:34][CH2:33]1. (7) Given the product [NH2:1][C:2]1[N:7]=[CH:6][C:5]([C:8]#[C:9][C:10]2[C:11]([CH2:26][CH3:27])=[N:12][CH:13]=[CH:14][C:15]=2[C:16]2[CH:24]=[CH:23][C:19]([C:20]([N:28]3[CH2:33][CH2:32][O:31][CH2:30][CH2:29]3)=[O:22])=[C:18]([F:25])[CH:17]=2)=[CH:4][CH:3]=1, predict the reactants needed to synthesize it. The reactants are: [NH2:1][C:2]1[N:7]=[CH:6][C:5]([C:8]#[C:9][C:10]2[C:11]([CH2:26][CH3:27])=[N:12][CH:13]=[CH:14][C:15]=2[C:16]2[CH:24]=[CH:23][C:19]([C:20]([OH:22])=O)=[C:18]([F:25])[CH:17]=2)=[CH:4][CH:3]=1.[NH:28]1[CH2:33][CH2:32][O:31][CH2:30][CH2:29]1.CN(C(ON1N=NC2C=CC=NC1=2)=[N+](C)C)C.F[P-](F)(F)(F)(F)F.CCN(C(C)C)C(C)C.